This data is from Full USPTO retrosynthesis dataset with 1.9M reactions from patents (1976-2016). The task is: Predict the reactants needed to synthesize the given product. (1) Given the product [OH:40][C:29]1[C:43]([C:42]([NH:7][CH2:6][C:5]([OH:4])=[O:8])=[O:44])=[C:25]2[C:26](=[CH:27][CH:28]=1)[N:31]=[C:14]([NH:11][CH2:12][C:13]1[CH:29]=[CH:28][CH:27]=[CH:26][CH:25]=1)[CH:15]=[N:30]2, predict the reactants needed to synthesize it. The reactants are: Cl.C([O:4][C:5](=[O:8])[CH2:6][NH2:7])C.C([N:11]([CH2:14][CH3:15])[CH2:12][CH3:13])C.CN(C(ON1N=[N:31][C:26]2[CH:27]=[CH:28][CH:29]=[N:30][C:25]1=2)=[N+](C)C)C.F[P-](F)(F)(F)(F)F.[OH-:40].[Na+].[CH2:42]([OH:44])[CH3:43]. (2) The reactants are: CC([O-])(C)C.[Na+].[O-]P([O-])([O-])=O.[K+].[K+].[K+].Cl[C:16]1[CH:21]=[CH:20][CH:19]=[CH:18][C:17]=1[N+:22]([O-:24])=[O:23].[NH:25]1[C:33]2[C:28](=[CH:29][CH:30]=[CH:31][CH:32]=2)[CH:27]=[CH:26]1. Given the product [N+:22]([C:17]1[CH:18]=[CH:19][CH:20]=[CH:21][C:16]=1[N:25]1[C:33]2[C:28](=[CH:29][CH:30]=[CH:31][CH:32]=2)[CH:27]=[CH:26]1)([O-:24])=[O:23], predict the reactants needed to synthesize it. (3) The reactants are: C1CCCCC1.[Li]CCCC.[N+:12]([CH3:14])#[C-:13].C[O:16][S:17]([C:19]1[CH:24]=[CH:23][CH:22]=[CH:21][N:20]=1)=O.[NH4+].[Cl-]. Given the product [N+:12]([CH2:14][S:17]([C:19]1[CH:24]=[CH:23][CH:22]=[CH:21][N:20]=1)=[O:16])#[C-:13], predict the reactants needed to synthesize it.